From a dataset of Reaction yield outcomes from USPTO patents with 853,638 reactions. Predict the reaction yield, written as a fraction of the theoretical maximum amount of product (1.0 means a 100% yield; for example, 0.34 means a 34% yield). (1) The reactants are Cl.Cl.[NH2:3][C:4]1[CH:12]=[CH:11][C:7]([C:8]([NH2:10])=N)=[CH:6][CH:5]=1.C[N:14](C=O)C.[C:18]1(=[O:24])[O:23][C:21](=[O:22])[CH2:20][CH2:19]1.CN(C1C=CC=CN=1)C. The catalyst is N1C=CC=CC=1. The product is [NH2:14][N:10]=[CH:8][C:7]1[CH:6]=[CH:5][C:4]([NH:3][C:18](=[O:24])[CH2:19][CH2:20][C:21]([OH:23])=[O:22])=[CH:12][CH:11]=1. The yield is 0.880. (2) The reactants are [Br:1][C:2]1[CH:3]=[C:4]([N:9]2[C:13](=[O:14])[O:12][N:11]=[C:10]2[C:15]2[C:19]([NH:20][CH2:21][CH2:22][OH:23])=[N:18][O:17][N:16]=2)[CH:5]=[CH:6][C:7]=1[F:8].[CH3:24][S:25](Cl)(=[O:27])=[O:26].C(N(CC)CC)C. The product is [CH3:24][S:25]([O:23][CH2:22][CH2:21][NH:20][C:19]1[C:15]([C:10]2[N:9]([C:4]3[CH:5]=[CH:6][C:7]([F:8])=[C:2]([Br:1])[CH:3]=3)[C:13](=[O:14])[O:12][N:11]=2)=[N:16][O:17][N:18]=1)(=[O:27])=[O:26]. The catalyst is C(OCC)(=O)C. The yield is 1.00. (3) The yield is 0.580. The catalyst is CCCCCC. The reactants are [CH3:1][Al](C)C.Cl[C:6]([C:12]1[CH:17]=[CH:16][C:15]([O:18][CH3:19])=[CH:14][CH:13]=1)([CH3:11])[C:7]([F:10])([F:9])[F:8]. The product is [CH3:19][O:18][C:15]1[CH:16]=[CH:17][C:12]([C:6]([CH3:1])([CH3:11])[C:7]([F:10])([F:9])[F:8])=[CH:13][CH:14]=1. (4) The reactants are [Cl:1][C:2]1[C:11]2[N:10]([CH3:12])[O:9][C@H:8]3[NH:13][C@H:14]([C:16]([O:18][C@@H:19]4[C@:28]5([OH:29])[C@H:23]([C@H:24]([C:31]([CH3:33])=[CH2:32])[CH2:25][CH2:26][C@H:27]5[CH3:30])[CH:22]=[C:21]([CH3:34])[C@H:20]4[OH:35])=[O:17])[CH2:15][C@@:7]3([OH:36])[C:6]=2[CH:5]=[CH:4][CH:3]=1.[CH:37]1([C:40](O)=[O:41])[CH2:39][CH2:38]1.Cl.CN(C)CCCN=C=NCC. The catalyst is CN(C)C1C=CN=CC=1.O1CCCC1. The product is [Cl:1][C:2]1[C:11]2[N:10]([CH3:12])[O:9][C@H:8]3[NH:13][C@H:14]([C:16]([O:18][C@@H:19]4[C@:28]5([OH:29])[C@H:23]([C@H:24]([C:31]([CH3:33])=[CH2:32])[CH2:25][CH2:26][C@H:27]5[CH3:30])[CH:22]=[C:21]([CH3:34])[C@H:20]4[O:35][C:40]([CH:37]4[CH2:39][CH2:38]4)=[O:41])=[O:17])[CH2:15][C@@:7]3([OH:36])[C:6]=2[CH:5]=[CH:4][CH:3]=1. The yield is 0.180. (5) The reactants are [Cl:1][C:2]1[N:7]=[C:6]([Cl:8])[CH:5]=[C:4](Cl)[N:3]=1.[CH:10]([C:13]1[NH:17][N:16]=[C:15]([NH2:18])[CH:14]=1)([CH3:12])[CH3:11].C(N(C(C)C)CC)(C)C. The catalyst is C(O)CCC. The product is [Cl:1][C:2]1[N:3]=[C:4]([NH:18][C:15]2[CH:14]=[C:13]([CH:10]([CH3:12])[CH3:11])[NH:17][N:16]=2)[CH:5]=[C:6]([Cl:8])[N:7]=1. The yield is 0.700.